This data is from Forward reaction prediction with 1.9M reactions from USPTO patents (1976-2016). The task is: Predict the product of the given reaction. (1) Given the reactants [Cl:1][C:2]1[CH:3]=[N:4][C:5]([C:8]2[CH:13]=[C:12]([CH3:14])[C:11]([C:15]3[C:16](=[O:25])[CH:17]([CH2:22][C:23]#[CH:24])[CH2:18][C:19]=3[O:20]C)=[C:10]([CH3:26])[CH:9]=2)=[N:6][CH:7]=1.Cl, predict the reaction product. The product is: [Cl:1][C:2]1[CH:7]=[N:6][C:5]([C:8]2[CH:9]=[C:10]([CH3:26])[C:11]([CH:15]3[C:16](=[O:25])[CH:17]([CH2:22][C:23]#[CH:24])[CH2:18][C:19]3=[O:20])=[C:12]([CH3:14])[CH:13]=2)=[N:4][CH:3]=1. (2) Given the reactants [F:1][C:2]1[CH:25]=[CH:24][C:5]([CH2:6][O:7][CH2:8][C:9]([NH:11][CH2:12][CH2:13][CH2:14][C:15]2[CH:20]=[CH:19][C:18]([CH2:21]C=O)=CC=2)=[O:10])=[CH:4][CH:3]=1.FC1C=CC([CH2:31][O:32]CC(NCCCC2C=CC(CCO)=CC=2)=O)=CC=1, predict the reaction product. The product is: [F:1][C:2]1[CH:3]=[CH:4][C:5]([CH2:6][O:7][CH2:8][C:9]([NH:11][CH2:12][CH2:13][C:14]2[CH:15]=[CH:20][C:19]([CH:31]=[O:32])=[CH:18][CH:21]=2)=[O:10])=[CH:24][CH:25]=1. (3) The product is: [CH3:96][O:95][C:91]1[CH:90]=[C:89]([NH:88][C:77]2[C:76]3[C:81](=[C:82]([CH3:84])[CH:83]=[C:74]([S:71]([C:67]4[CH:66]=[C:65]([C:62]5[CH:63]=[CH:64][C:59]([CH2:58][CH2:57][CH2:56][CH2:55][CH:54]=[O:53])=[CH:60][CH:61]=5)[CH:70]=[CH:69][CH:68]=4)(=[O:72])=[O:73])[CH:75]=3)[N:80]=[CH:79][C:78]=2[C:85]([NH2:87])=[O:86])[CH:94]=[CH:93][CH:92]=1. Given the reactants COC1C=C(NC2C3C(=C(C)C=C(S(C4C=CC=C(C(=O)NC5C=CC(C6C=CC(CCCC=O)=CC=6)=CC=5)C=4)(=O)=O)C=3)N=CC=2C(N)=O)C=CC=1.[OH:53][CH2:54][CH2:55][CH2:56][CH2:57][CH2:58][C:59]1[CH:64]=[CH:63][C:62]([C:65]2[CH:70]=[CH:69][CH:68]=[C:67]([S:71]([C:74]3[CH:75]=[C:76]4[C:81](=[C:82]([CH3:84])[CH:83]=3)[N:80]=[CH:79][C:78]([C:85]([NH2:87])=[O:86])=[C:77]4[NH:88][C:89]3[CH:94]=[CH:93][CH:92]=[C:91]([O:95][CH3:96])[CH:90]=3)(=[O:73])=[O:72])[CH:66]=2)=[CH:61][CH:60]=1, predict the reaction product. (4) Given the reactants [CH3:1][N:2]1[C:6](/[C:7](=[N:14]\[O:15][CH2:16][C:17]2[N:22]=[C:21]([NH2:23])[CH:20]=[CH:19][CH:18]=2)/[C:8]2[CH:13]=[CH:12][CH:11]=[CH:10][CH:9]=2)=[N:5][N:4]=[N:3]1.N1C=CC=CC=1.[C:30](Cl)(=[O:38])[O:31][CH:32]([CH3:37])[CH2:33][CH:34]1[CH2:36][CH2:35]1, predict the reaction product. The product is: [CH:34]1([CH2:33][CH:32]([O:31][C:30](=[O:38])[NH:23][C:21]2[CH:20]=[CH:19][CH:18]=[C:17]([CH2:16][O:15]/[N:14]=[C:7](\[C:6]3[N:2]([CH3:1])[N:3]=[N:4][N:5]=3)/[C:8]3[CH:9]=[CH:10][CH:11]=[CH:12][CH:13]=3)[N:22]=2)[CH3:37])[CH2:36][CH2:35]1. (5) Given the reactants [Br:1][C:2]1[CH:7]=[CH:6][CH:5]=[CH:4][C:3]=1[S:8][C:9]1[C:17]2[C:12](=[CH:13][CH:14]=[CH:15][CH:16]=2)[NH:11][CH:10]=1.C(N(CC)CC)C.[C:25]([O:29][C:30](O[C:30]([O:29][C:25]([CH3:28])([CH3:27])[CH3:26])=[O:31])=[O:31])([CH3:28])([CH3:27])[CH3:26], predict the reaction product. The product is: [C:25]([O:29][C:30]([N:11]1[C:12]2[C:17](=[CH:16][CH:15]=[CH:14][CH:13]=2)[C:9]([S:8][C:3]2[CH:4]=[CH:5][CH:6]=[CH:7][C:2]=2[Br:1])=[CH:10]1)=[O:31])([CH3:28])([CH3:27])[CH3:26]. (6) Given the reactants [CH3:1][C:2]1[N:6]([C:7]2[CH:12]=[CH:11][CH:10]=[CH:9][CH:8]=2)[N:5]=[C:4]([C:13]([OH:15])=O)[CH:3]=1.CN(C)C=O.C(Cl)(=O)C(Cl)=O.[NH2:27][C:28]1[CH:29]=[C:30]([S:34][C:35]2[CH:36]=[CH:37][C:38]3[N:39]([CH:41]=[C:42]([NH:44][C:45]([CH:47]4[CH2:49][CH2:48]4)=[O:46])[N:43]=3)[N:40]=2)[CH:31]=[CH:32][CH:33]=1, predict the reaction product. The product is: [CH:47]1([C:45]([NH:44][C:42]2[N:43]=[C:38]3[CH:37]=[CH:36][C:35]([S:34][C:30]4[CH:29]=[C:28]([NH:27][C:13]([C:4]5[CH:3]=[C:2]([CH3:1])[N:6]([C:7]6[CH:8]=[CH:9][CH:10]=[CH:11][CH:12]=6)[N:5]=5)=[O:15])[CH:33]=[CH:32][CH:31]=4)=[N:40][N:39]3[CH:41]=2)=[O:46])[CH2:48][CH2:49]1.